This data is from Forward reaction prediction with 1.9M reactions from USPTO patents (1976-2016). The task is: Predict the product of the given reaction. (1) Given the reactants [NH2:1][CH2:2][CH2:3][C:4]1[C:12]([O:13][CH3:14])=[CH:11][C:10]([O:15][CH3:16])=[C:9]2[C:5]=1[CH:6]=[CH:7][NH:8]2.[C:17](OC(=O)C)(=[O:19])[CH3:18], predict the reaction product. The product is: [C:17]([NH:1][CH2:2][CH2:3][C:4]1[C:12]([O:13][CH3:14])=[CH:11][C:10]([O:15][CH3:16])=[C:9]2[C:5]=1[CH:6]=[CH:7][NH:8]2)(=[O:19])[CH3:18]. (2) Given the reactants C([O:8][C:9]1[CH:10]=[C:11]2[C:16](=[CH:17][CH:18]=1)[N:15]=[C:14]([NH2:19])[C:13]1[N:20]=[C:21]3[CH2:26][O:25][CH2:24][C@H:23]([CH:27]([CH3:29])[CH3:28])[N:22]3[C:12]2=1)C1C=CC=CC=1.C(Cl)(Cl)Cl, predict the reaction product. The product is: [NH2:19][C:14]1[C:13]2[N:20]=[C:21]3[CH2:26][O:25][CH2:24][C@H:23]([CH:27]([CH3:28])[CH3:29])[N:22]3[C:12]=2[C:11]2[C:16](=[CH:17][CH:18]=[C:9]([OH:8])[CH:10]=2)[N:15]=1.